Dataset: Catalyst prediction with 721,799 reactions and 888 catalyst types from USPTO. Task: Predict which catalyst facilitates the given reaction. (1) Reactant: [Br:1][C:2]1[CH:10]=[CH:9][CH:8]=[C:7]2[C:3]=1[C:4](=[O:12])[C:5](=[O:11])[NH:6]2.[C:13](=O)([O-])[O-].[Cs+].[Cs+].IC. Product: [Br:1][C:2]1[CH:10]=[CH:9][CH:8]=[C:7]2[C:3]=1[C:4](=[O:12])[C:5](=[O:11])[N:6]2[CH3:13]. The catalyst class is: 9. (2) Reactant: [Br:1][C:2]1[S:6][C:5]([C:7]#[N:8])=[CH:4][CH:3]=1.[NH2:9][C:10]1[CH2:14][CH2:13][CH2:12][C:11]=1[C:15]([O:17]C)=O.CC([O-])(C)C.[K+:24]. Product: [Br:1][C:2]1[S:6][C:5]([C:7]2[N:8]=[C:15]([O-:17])[C:11]3[CH2:12][CH2:13][CH2:14][C:10]=3[N:9]=2)=[CH:4][CH:3]=1.[K+:24]. The catalyst class is: 728. (3) Reactant: [Cl:1][C:2]1[CH:23]=[C:22]([Cl:24])[CH:21]=[CH:20][C:3]=1[O:4][C:5]1[CH:19]=[CH:18][CH:17]=[CH:16][C:6]=1[C:7]([NH:9][CH:10]1[CH2:15][CH2:14][NH:13][CH2:12][CH2:11]1)=[O:8].C(N(CC)CC)C.[C:32](Cl)(=[O:36])[CH:33]([CH3:35])[CH3:34]. Product: [Cl:1][C:2]1[CH:23]=[C:22]([Cl:24])[CH:21]=[CH:20][C:3]=1[O:4][C:5]1[CH:19]=[CH:18][CH:17]=[CH:16][C:6]=1[C:7]([NH:9][CH:10]1[CH2:15][CH2:14][N:13]([C:32](=[O:36])[CH:33]([CH3:35])[CH3:34])[CH2:12][CH2:11]1)=[O:8]. The catalyst class is: 2. (4) Reactant: [C:1]([O:5][C:6]([NH:8][CH2:9][CH:10]([CH3:14])[C:11]([OH:13])=O)=[O:7])([CH3:4])([CH3:3])[CH3:2].C1C=CC2N(O)N=NC=2C=1.C(Cl)CCl.C(N(CC)CC)C.Cl.[CH3:37][NH:38][O:39][CH3:40]. The catalyst class is: 10. Product: [CH3:40][O:39][N:38]([CH3:37])[C:11](=[O:13])[CH:10]([CH3:14])[CH2:9][NH:8][C:6](=[O:7])[O:5][C:1]([CH3:2])([CH3:3])[CH3:4]. (5) Product: [NH2:2][C:1]1[C:3]2[C:8]([C:9]3[CH:17]=[CH:16][C:12]4[CH2:13][CH2:14][O:15][C:11]=4[CH:10]=3)=[N:7][C:6]([NH:18][CH:19]3[CH2:21][CH2:20]3)=[N:5][C:4]=2[S:22][C:23]=1[C:24]([NH2:26])=[O:25]. Reactant: [C:1]([C:3]1[C:4]([S:22][CH2:23][C:24]([NH2:26])=[O:25])=[N:5][C:6]([NH:18][CH:19]2[CH2:21][CH2:20]2)=[N:7][C:8]=1[C:9]1[CH:17]=[CH:16][C:12]2[CH2:13][CH2:14][O:15][C:11]=2[CH:10]=1)#[N:2].CC[O-].[Na+].Cl. The catalyst class is: 8. (6) Reactant: C([O:8][C:9]1[CH:10]=[C:11]([C:15]2[CH:20]=[CH:19][CH:18]=[C:17]([CH2:21][CH2:22][CH2:23][OH:24])[CH:16]=2)[CH:12]=[CH:13][CH:14]=1)C1C=CC=CC=1. Product: [OH:24][CH2:23][CH2:22][CH2:21][C:17]1[CH:16]=[C:15]([C:11]2[CH:12]=[CH:13][CH:14]=[C:9]([OH:8])[CH:10]=2)[CH:20]=[CH:19][CH:18]=1. The catalyst class is: 123.